Task: Predict the reactants needed to synthesize the given product.. Dataset: Full USPTO retrosynthesis dataset with 1.9M reactions from patents (1976-2016) (1) Given the product [CH2:1]([N:8]1[C:13](=[O:14])[C:12]([C:15]([OH:17])=[O:16])=[CH:11][C:10]2[CH:20]([CH3:29])[O:21][C:22]3[CH:23]=[C:24]([Cl:28])[CH:25]=[CH:26][C:27]=3[C:9]1=2)[C:2]1[CH:7]=[CH:6][CH:5]=[CH:4][CH:3]=1, predict the reactants needed to synthesize it. The reactants are: [CH2:1]([N:8]1[C:13](=[O:14])[C:12]([C:15]([O:17]CC)=[O:16])=[CH:11][C:10]2[CH:20]([CH3:29])[O:21][C:22]3[CH:23]=[C:24]([Cl:28])[CH:25]=[CH:26][C:27]=3[C:9]1=2)[C:2]1[CH:7]=[CH:6][CH:5]=[CH:4][CH:3]=1.[Li+].[OH-].Cl. (2) Given the product [CH3:1][O:2][C:3](=[O:47])[C@@H:4]([NH:38][C:39]([O:41][CH:42]1[CH2:46][CH2:45][CH2:44][CH2:43]1)=[O:40])[CH2:5][CH2:6][CH2:7][CH2:8][CH2:9][CH2:10][CH2:11][NH:12][C:13]1[CH:18]=[CH:17][CH:16]=[CH:15][C:14]=1[S:19](=[O:36])(=[O:37])[NH:20][C:21]([C@@:23]1([NH2:28])[CH2:25][C@H:24]1[CH:26]=[CH2:27])=[O:22], predict the reactants needed to synthesize it. The reactants are: [CH3:1][O:2][C:3](=[O:47])[C@@H:4]([NH:38][C:39]([O:41][CH:42]1[CH2:46][CH2:45][CH2:44][CH2:43]1)=[O:40])[CH2:5][CH2:6][CH2:7][CH2:8][CH2:9][CH2:10][CH2:11][NH:12][C:13]1[CH:18]=[CH:17][CH:16]=[CH:15][C:14]=1[S:19](=[O:37])(=[O:36])[NH:20][C:21]([C@@:23]1([NH:28]C(OC(C)(C)C)=O)[CH2:25][C@H:24]1[CH:26]=[CH2:27])=[O:22].C(O)(C(F)(F)F)=O. (3) Given the product [F:5][C:6]1[CH:14]=[CH:13][C:9]([C:10]([O:12][CH3:16])=[O:11])=[CH:8][C:7]=1[CH3:15], predict the reactants needed to synthesize it. The reactants are: O=S(Cl)Cl.[F:5][C:6]1[CH:14]=[CH:13][C:9]([C:10]([OH:12])=[O:11])=[CH:8][C:7]=1[CH3:15].[CH3:16]O. (4) Given the product [O:20]1[C:19]2[C:9](=[N:10][CH:11]=[CH:12][CH:18]=2)[NH:8][C:1]1=[O:2], predict the reactants needed to synthesize it. The reactants are: [C:1]([N:8]1[CH:12]=[CH:11][N:10]=[CH:9]1)(N1C=CN=C1)=[O:2].NC1[C:19]([OH:20])=[CH:18]C=CN=1. (5) Given the product [CH3:12][S:13]([NH:2][C:3]1[CH:8]=[CH:7][C:6]([B:9]([OH:11])[OH:10])=[CH:5][CH:4]=1)(=[O:15])=[O:14], predict the reactants needed to synthesize it. The reactants are: Cl.[NH2:2][C:3]1[CH:8]=[CH:7][C:6]([B:9]([OH:11])[OH:10])=[CH:5][CH:4]=1.[CH3:12][S:13](Cl)(=[O:15])=[O:14].Cl. (6) Given the product [CH3:6][O:5][CH:4]([O:7][CH3:8])[CH2:3][CH2:2][N:23]1[CH2:24][CH2:25][CH:20]([C:16]2[CH:15]=[C:14]([NH:13][C:11](=[O:12])[CH:10]([CH3:9])[CH3:26])[CH:19]=[CH:18][CH:17]=2)[CH2:21][CH2:22]1, predict the reactants needed to synthesize it. The reactants are: Br[CH2:2][CH2:3][CH:4]([O:7][CH3:8])[O:5][CH3:6].[CH3:9][CH:10]([CH3:26])[C:11]([NH:13][C:14]1[CH:19]=[CH:18][CH:17]=[C:16]([CH:20]2[CH2:25][CH2:24][NH:23][CH2:22][CH2:21]2)[CH:15]=1)=[O:12]. (7) Given the product [C:16]1([C:6]2[CH:5]=[C:4]([NH2:1])[CH:9]=[N:8][C:7]=2[C:10]2[CH:11]=[CH:12][CH:13]=[CH:14][CH:15]=2)[CH:17]=[CH:18][CH:19]=[CH:20][CH:21]=1, predict the reactants needed to synthesize it. The reactants are: [N+:1]([C:4]1[CH:5]=[C:6]([C:16]2[CH:21]=[CH:20][CH:19]=[CH:18][CH:17]=2)[C:7]([C:10]2[CH:15]=[CH:14][CH:13]=[CH:12][CH:11]=2)=[N:8][CH:9]=1)([O-])=O. (8) Given the product [CH2:21]([CH:29]([CH2:33][CH2:34][CH:35]([CH2:11][CH2:12][CH2:13][CH2:14][CH2:15][CH2:16][CH2:17][CH3:18])[C:36]([OH:38])=[O:37])[C:30]([OH:32])=[O:31])[CH2:22][CH2:23][CH2:24][CH2:25][CH2:26][CH2:27][CH3:28], predict the reactants needed to synthesize it. The reactants are: C(O)(=O)CCCCC(O)=O.[CH2:11]=[CH:12][CH2:13][CH2:14][CH2:15][CH2:16][CH2:17][CH3:18].O=O.[CH2:21]([CH:29]([CH2:33][CH2:34][CH2:35][C:36]([OH:38])=[O:37])[C:30]([OH:32])=[O:31])[CH2:22][CH2:23][CH2:24][CH2:25][CH2:26][CH2:27][CH3:28].